Dataset: Reaction yield outcomes from USPTO patents with 853,638 reactions. Task: Predict the reaction yield, written as a fraction of the theoretical maximum amount of product (1.0 means a 100% yield; for example, 0.34 means a 34% yield). (1) The reactants are [CH3:1][C:2]1[C:3]([C:19]([O:21][CH2:22][CH3:23])=[O:20])=[C:4]2[CH:9]=[CH:8][CH:7]=[N:6][N:5]2[C:10]=1[CH:11]([CH:13]1[CH2:18][CH2:17][NH:16][CH2:15][CH2:14]1)[CH3:12].[CH2:24]=O.[Na]. The catalyst is O1CCCC1. The product is [CH3:1][C:2]1[C:3]([C:19]([O:21][CH2:22][CH3:23])=[O:20])=[C:4]2[CH:9]=[CH:8][CH:7]=[N:6][N:5]2[C:10]=1[CH:11]([CH:13]1[CH2:18][CH2:17][N:16]([CH3:24])[CH2:15][CH2:14]1)[CH3:12]. The yield is 1.00. (2) The reactants are [NH2:1][C:2]1[CH:6]=[C:5]([C:7]([O:9][CH3:10])=[O:8])[N:4]([CH2:11][C:12]2[CH:17]=[CH:16][C:15]([O:18][CH3:19])=[CH:14][CH:13]=2)[N:3]=1.[N:20]1[CH:25]=CC=CC=1.ClC(OC1C=CC([N+]([O-])=O)=CC=1)=O.[OH2:39].[NH2:40]N. The catalyst is ClCCl. The product is [NH:20]([C:25]([NH:1][C:2]1[CH:6]=[C:5]([C:7]([O:9][CH3:10])=[O:8])[N:4]([CH2:11][C:12]2[CH:13]=[CH:14][C:15]([O:18][CH3:19])=[CH:16][CH:17]=2)[N:3]=1)=[O:39])[NH2:40]. The yield is 0.870.